This data is from Choline transporter screen with 302,306 compounds. The task is: Binary Classification. Given a drug SMILES string, predict its activity (active/inactive) in a high-throughput screening assay against a specified biological target. (1) The result is 0 (inactive). The drug is O(C1CCN(CC1)Cc1c(OCCO)cccc1)c1cc(ccc1)C(=O)NCCOC. (2) The drug is Clc1c(N2CCN(CC2)C(=O)c2occc2)ccc([N+]([O-])=O)c1. The result is 0 (inactive). (3) The molecule is O(C(=O)C1N(C2=NC(=C(C3N(c4c(C23C1)cc(OC)cc4)C)C(OC)=O)C(OC)=O)C(=O)NC1CCCCC1)C. The result is 0 (inactive). (4) The drug is O(\N=C1\C=C(C(=O)C(=C1)C)C)C(=O)c1cc([N+]([O-])=O)ccc1. The result is 0 (inactive). (5) The drug is S=c1n(NC(=O)CCN2CCCCC2)c(=O)c2c([nH]1)cccc2. The result is 0 (inactive). (6) The compound is O(c1ccc(N2CCN(CC2)CCNC(=O)Nc2c(OC)cc([N+]([O-])=O)cc2)cc1)C. The result is 0 (inactive). (7) The drug is s1cc(nc1)c1ccc(NC(=O)C2CCCN(C2)Cc2cc(OC)ccc2)cc1. The result is 0 (inactive). (8) The drug is Clc1ccc(c2nc3c(c(C(=O)NCCCn4ccnc4)c2)cccc3)cc1. The result is 0 (inactive).